Predict the product of the given reaction. From a dataset of Forward reaction prediction with 1.9M reactions from USPTO patents (1976-2016). (1) Given the reactants [C:1]([OH:10])(=O)[C:2]1[C:3](=[CH:5][CH:6]=[CH:7][CH:8]=1)[NH2:4].[N:11]1([CH2:17][CH2:18][CH2:19][O:20][C:21]2[CH:27]=[CH:26][C:24]([NH2:25])=[CH:23][CH:22]=2)[CH2:16][CH2:15][CH2:14][CH2:13][CH2:12]1.N1(CCCOC2C=CC(N)=CC=2)CC[CH2:30][CH2:29]1.N[C:45]1C=NC(OCCCN2CCCCC2)=NC=1, predict the reaction product. The product is: [CH3:29][C:30]1[N:25]([C:24]2[CH:23]=[CH:22][C:21]([O:20][CH2:19][CH2:18][CH2:17][N:11]3[CH2:12][CH2:13][CH2:14][CH2:15][CH2:16]3)=[CH:27][CH:26]=2)[C:1](=[O:10])[C:2]2[C:3](=[CH:5][CH:6]=[CH:7][C:8]=2[CH3:45])[N:4]=1. (2) Given the reactants [F:1][C:2]1[CH:18]=[CH:17][CH:16]=[C:15]([F:19])[C:3]=1[C:4]([NH:6][C:7]1[C:8]([C:12]([OH:14])=[O:13])=[N:9][NH:10][CH:11]=1)=[O:5].S(Cl)(Cl)=O.[CH3:24]O, predict the reaction product. The product is: [CH3:24][O:13][C:12]([C:8]1[C:7]([NH:6][C:4](=[O:5])[C:3]2[C:2]([F:1])=[CH:18][CH:17]=[CH:16][C:15]=2[F:19])=[CH:11][NH:10][N:9]=1)=[O:14]. (3) Given the reactants C[C@@H](PC)[C]1[C](P(C2C3C(=CC=CC=3)C=CC=2)C2C3C(=CC=CC=3)C=CC=2)[CH][CH][CH]1.[CH2:31]([C:38]1[C:47]2[C:42](=[CH:43][CH:44]=[C:45]([Br:48])[CH:46]=2)[CH2:41][CH2:40][C:39]=1[NH:49][C:50](=[O:53])[CH2:51][CH3:52])[C:32]1[CH:37]=[CH:36][CH:35]=[CH:34][CH:33]=1.[H][H], predict the reaction product. The product is: [CH2:31]([C@@H:38]1[C:47]2[C:42](=[CH:43][CH:44]=[C:45]([Br:48])[CH:46]=2)[CH2:41][CH2:40][C@@H:39]1[NH:49][C:50](=[O:53])[CH2:51][CH3:52])[C:32]1[CH:37]=[CH:36][CH:35]=[CH:34][CH:33]=1. (4) Given the reactants [CH:1]1([C:7](Cl)=[O:8])[CH2:6][CH2:5][CH2:4][CH2:3][CH2:2]1.[Al+3].[Cl-].[Cl-].[Cl-].[CH:14]1[CH:19]=[CH:18][CH:17]=[CH:16][CH:15]=1.Cl, predict the reaction product. The product is: [CH:1]1([C:7]([C:14]2[CH:19]=[CH:18][CH:17]=[CH:16][CH:15]=2)=[O:8])[CH2:6][CH2:5][CH2:4][CH2:3][CH2:2]1. (5) Given the reactants C(N(CC)CC)C.[C:8]([O:11][C:12](=[O:14])[CH3:13])(=O)[CH3:9].[OH:15][C@@H:16]1[CH2:27][CH2:26][C@:25]([OH:29])([CH3:28])[C@@H:24](O)[CH:23]=[CH:22][C@H:21]([CH3:31])[C@@H:20](/[C:32](/[CH3:36])=[CH:33]/C=C)[O:19][C:18](=[O:37])[CH2:17]1.C(=O)([O-])O.[Na+], predict the reaction product. The product is: [C:12]([O:11][C@@H:8]1[C@@:25]([OH:29])([CH3:28])[CH2:26][CH2:27][C@@H:16]([OH:15])[CH2:17][C:18](=[O:37])[O:19][C@H:20](/[C:21](/[CH3:31])=[CH:22]/[CH:23]=[CH2:24])[C@@H:32]([CH3:36])[CH:33]=[CH:9]1)(=[O:14])[CH3:13]. (6) Given the reactants II.Br[C:4]1[CH:9]=[CH:8][CH:7]=[CH:6][C:5]=1[O:10][CH3:11].BrCCBr.[CH2:16]([N:23]1[CH2:28][CH2:27][C:26](=[O:29])[CH2:25][CH2:24]1)[C:17]1[CH:22]=[CH:21][CH:20]=[CH:19][CH:18]=1.Cl.[OH-].[Na+], predict the reaction product. The product is: [CH2:24]1[C:11]2[O:10][C:5]3[CH:6]=[CH:7][CH:8]=[CH:9][C:4]=3[C:18]=2[CH2:17][CH2:16][NH:23]1.[CH2:16]([N:23]1[CH2:28][CH2:27][C:26]([C:4]2[CH:9]=[CH:8][CH:7]=[CH:6][C:5]=2[O:10][CH3:11])([OH:29])[CH2:25][CH2:24]1)[C:17]1[CH:18]=[CH:19][CH:20]=[CH:21][CH:22]=1. (7) The product is: [N:1]1[CH:6]=[CH:5][CH:4]=[C:3]([NH:7][C:8]([N:10]2[CH2:13][CH:12]([O:14][C:15]3[CH:20]=[CH:19][C:18]([C:21]4[CH:26]=[CH:25][CH:24]=[C:23]([O:27][CH2:28][CH2:29][OH:30])[CH:22]=4)=[CH:17][N:16]=3)[CH2:11]2)=[O:9])[N:2]=1. Given the reactants [N:1]1[CH:6]=[CH:5][CH:4]=[C:3]([NH:7][C:8]([N:10]2[CH2:13][CH:12]([O:14][C:15]3[CH:20]=[CH:19][C:18]([C:21]4[CH:26]=[CH:25][CH:24]=[C:23]([O:27][CH2:28][CH2:29][O:30]CC5C=CC=CC=5)[CH:22]=4)=[CH:17][N:16]=3)[CH2:11]2)=[O:9])[N:2]=1.B(Br)(Br)Br, predict the reaction product.